Dataset: Full USPTO retrosynthesis dataset with 1.9M reactions from patents (1976-2016). Task: Predict the reactants needed to synthesize the given product. (1) Given the product [C:21]1([S:27]([N:11]2[C:12]3[C:17](=[CH:16][CH:15]=[C:14]([N+:18]([O-:20])=[O:19])[CH:13]=3)[C:9]([Br:8])=[CH:10]2)(=[O:29])=[O:28])[CH:26]=[CH:25][CH:24]=[CH:23][CH:22]=1, predict the reactants needed to synthesize it. The reactants are: C(N(CC)CC)C.[Br:8][C:9]1[C:17]2[C:12](=[CH:13][C:14]([N+:18]([O-:20])=[O:19])=[CH:15][CH:16]=2)[NH:11][CH:10]=1.[C:21]1([S:27](Cl)(=[O:29])=[O:28])[CH:26]=[CH:25][CH:24]=[CH:23][CH:22]=1. (2) Given the product [Br:53][C:54]1[CH:55]=[CH:56][C:57]([OH:63])=[C:58]([C:60](=[O:62])/[CH:61]=[CH:65]/[N:64]([CH3:69])[CH3:17])[CH:59]=1, predict the reactants needed to synthesize it. The reactants are: C1C2C3C(C=CC=2OCC=1)=CC=CC=3.N1C=C[CH:17]=N1.O1C2C(=CC=C3C=CC4SC=CC=4C3=2)C=CC1.OC1C2C(=CC=CC=2)C=CC=1C(=O)C.[P].[S].[Br:53][C:54]1[CH:55]=[CH:56][C:57]([OH:63])=[C:58]([C:60](=[O:62])[CH3:61])[CH:59]=1.[N:64]1[CH:69]=CC=C[CH:65]=1.